From a dataset of Full USPTO retrosynthesis dataset with 1.9M reactions from patents (1976-2016). Predict the reactants needed to synthesize the given product. (1) Given the product [NH2:18][C:17]1[C:8]([NH:7][CH2:6][C:5]2[CH:4]=[CH:3][C:2]([Cl:1])=[CH:22][CH:21]=2)=[C:9]([CH:14]=[CH:15][CH:16]=1)[C:10]([O:12][CH3:13])=[O:11], predict the reactants needed to synthesize it. The reactants are: [Cl:1][C:2]1[CH:22]=[CH:21][C:5]([CH2:6][NH:7][C:8]2[C:17]([N+:18]([O-])=O)=[CH:16][CH:15]=[CH:14][C:9]=2[C:10]([O:12][CH3:13])=[O:11])=[CH:4][CH:3]=1.C(O)(=O)C.C(OCC)(=O)C. (2) Given the product [Br:1][C:2]1[CH:3]=[C:4]([CH:7]=[CH:8][C:9]=1[O:10][CH2:12][CH2:13][CH2:14][OH:15])[C:5]#[N:6], predict the reactants needed to synthesize it. The reactants are: [Br:1][C:2]1[CH:3]=[C:4]([CH:7]=[CH:8][C:9]=1[OH:10])[C:5]#[N:6].Br[CH2:12][CH2:13][CH2:14][OH:15].C([O-])([O-])=O.[K+].[K+]. (3) Given the product [CH2:46]([O:45][N:44]=[C:42]([C:39]1[CH:38]=[CH:37][C:36]([O:35][C:32]2[CH:31]=[CH:30][C:29]([CH2:28][C:23]3[CH:22]=[C:21]([C@@:9]45[O:20][C@@:6]([CH2:48][OH:49])([CH2:7][O:8]4)[C@@H:5]([OH:4])[C@H:11]([OH:12])[C@H:10]5[OH:16])[CH:26]=[CH:25][C:24]=3[Cl:27])=[CH:34][CH:33]=2)=[CH:41][CH:40]=1)[CH3:43])[CH3:47], predict the reactants needed to synthesize it. The reactants are: C([O:4][C@H:5]1[C@H:11]([O:12]C(=O)C)[C@@H:10]([O:16]C(=O)C)[C@:9]2([C:21]3[CH:26]=[CH:25][C:24]([Cl:27])=[C:23]([CH2:28][C:29]4[CH:34]=[CH:33][C:32]([O:35][C:36]5[CH:41]=[CH:40][C:39]([C:42](=[N:44][O:45][CH2:46][CH3:47])[CH3:43])=[CH:38][CH:37]=5)=[CH:31][CH:30]=4)[CH:22]=3)[O:20][C@@:6]1([CH2:48][O:49]C(=O)C)[CH2:7][O:8]2)(=O)C.CO.O.O.[OH-].[Li+]. (4) Given the product [Cl:1][C:2]1[CH:7]=[CH:6][CH:5]=[CH:4][C:3]=1[N:8]1[C:12]([C:13]2[S:42][C:17]([C:18]3[CH:23]=[CH:22][CH:21]=[C:20]([S:24]([CH3:27])(=[O:26])=[O:25])[CH:19]=3)=[N:16][N:15]=2)=[CH:11][C:10]([C:29]([O:31][CH3:32])=[O:30])=[N:9]1, predict the reactants needed to synthesize it. The reactants are: [Cl:1][C:2]1[CH:7]=[CH:6][CH:5]=[CH:4][C:3]=1[N:8]1[C:12]([C:13]([NH:15][NH:16][C:17](=O)[C:18]2[CH:23]=[CH:22][CH:21]=[C:20]([S:24]([CH3:27])(=[O:26])=[O:25])[CH:19]=2)=O)=[CH:11][C:10]([C:29]([O:31][CH3:32])=[O:30])=[N:9]1.COC1C=CC(P2(SP(C3C=CC(OC)=CC=3)(=S)S2)=[S:42])=CC=1.N1C=CC=CC=1. (5) Given the product [C:20]([O:24][C:25]([NH:1][CH2:2][C:3]1([CH2:9][C:10]([OH:12])=[O:11])[CH2:8][CH2:7][CH2:6][CH2:5][CH2:4]1)=[O:26])([CH3:23])([CH3:22])[CH3:21], predict the reactants needed to synthesize it. The reactants are: [NH2:1][CH2:2][C:3]1([CH2:9][C:10]([OH:12])=[O:11])[CH2:8][CH2:7][CH2:6][CH2:5][CH2:4]1.C(N(CC)CC)C.[C:20]([O:24][C:25](O[C:25]([O:24][C:20]([CH3:23])([CH3:22])[CH3:21])=[O:26])=[O:26])([CH3:23])([CH3:22])[CH3:21].Cl. (6) The reactants are: [CH2:1]1[CH:5]2[CH:6]([C:8]3ON=C(N)[N:9]=3)C[N:3]([CH2:4]2)[CH2:2]1.[C:14]([Cu])#[N:15].CN(C=[O:21])C. Given the product [N:15]1[O:21][N:9]=[C:8]2[CH:6]=[C:5]([C:4]#[N:3])[CH:1]=[CH:2][C:14]=12, predict the reactants needed to synthesize it.